Predict the reactants needed to synthesize the given product. From a dataset of Full USPTO retrosynthesis dataset with 1.9M reactions from patents (1976-2016). (1) Given the product [Br-:1].[C:8]([C:7]1[CH:11]=[CH:12][C:4]([CH2:3][CH2:2][P+:19]([C:20]2[CH:21]=[CH:22][CH:23]=[CH:24][CH:25]=2)([C:26]2[CH:31]=[CH:30][CH:29]=[CH:28][CH:27]=2)[C:13]2[CH:14]=[CH:15][CH:16]=[CH:17][CH:18]=2)=[CH:5][CH:6]=1)([OH:10])=[O:9], predict the reactants needed to synthesize it. The reactants are: [Br:1][CH2:2][CH2:3][C:4]1[CH:12]=[CH:11][C:7]([C:8]([OH:10])=[O:9])=[CH:6][CH:5]=1.[C:13]1([P:19]([C:26]2[CH:31]=[CH:30][CH:29]=[CH:28][CH:27]=2)[C:20]2[CH:25]=[CH:24][CH:23]=[CH:22][CH:21]=2)[CH:18]=[CH:17][CH:16]=[CH:15][CH:14]=1. (2) Given the product [Cl:1][C:2]1[CH:7]=[CH:6][CH:5]=[C:4]([F:8])[C:3]=1[C@H:9]1[CH2:11][C@H:10]1[NH:12][C:13]([NH:15][C:16]1[CH:21]=[CH:20][C:19]([Cl:22])=[CH:18][N:17]=1)=[O:14], predict the reactants needed to synthesize it. The reactants are: [Cl:1][C:2]1[CH:7]=[CH:6][CH:5]=[C:4]([F:8])[C:3]=1[CH:9]1[CH2:11][CH:10]1[N:12]=[C:13]=[O:14].[NH2:15][C:16]1[CH:21]=[CH:20][C:19]([Cl:22])=[CH:18][N:17]=1. (3) Given the product [CH3:2][O:3][C:4]([C@@H:6]1[C@@H:10]([OH:11])[CH2:9][CH2:8][N:7]1[C:32]([NH:31][C:28]1[CH:27]=[CH:26][C:23]([C:24]#[N:25])=[C:22]([Cl:21])[C:29]=1[CH3:30])=[O:33])=[O:5], predict the reactants needed to synthesize it. The reactants are: Cl.[CH3:2][O:3][C:4]([C@@H:6]1[C@@H:10]([OH:11])[CH2:9][CH2:8][NH:7]1)=[O:5].CCN(C(C)C)C(C)C.[Cl:21][C:22]1[C:29]([CH3:30])=[C:28]([N:31]=[C:32]=[O:33])[CH:27]=[CH:26][C:23]=1[C:24]#[N:25]. (4) Given the product [Br:14][CH2:1][C:2]1[CH:3]=[C:4]([C:7]([O:9][C:10]([CH3:13])([CH3:12])[CH3:11])=[O:8])[S:5][CH:6]=1, predict the reactants needed to synthesize it. The reactants are: [CH3:1][C:2]1[CH:3]=[C:4]([C:7]([O:9][C:10]([CH3:13])([CH3:12])[CH3:11])=[O:8])[S:5][CH:6]=1.[Br:14]N1C(=O)CCC1=O. (5) Given the product [C:1]([C:3]1[CH:57]=[CH:56][C:6]([CH2:7][N:8]([CH2:25][C:26]2[CH:55]=[CH:54][C:29]([O:30][C:31]3[CH:36]=[CH:35][C:34]([NH:37][C:38](=[O:44])[CH2:39][C:40]([OH:42])=[O:41])=[C:33]([O:45][CH2:46][CH2:47][C:48]4[CH:49]=[N:50][CH:51]=[CH:52][CH:53]=4)[CH:32]=3)=[CH:28][CH:27]=2)[C:9]2[CH:14]=[CH:13][CH:12]=[C:11]([N:15]([S:20]([CH3:23])(=[O:22])=[O:21])[S:16]([CH3:19])(=[O:17])=[O:18])[C:10]=2[CH3:24])=[CH:5][CH:4]=1)#[N:2], predict the reactants needed to synthesize it. The reactants are: [C:1]([C:3]1[CH:57]=[CH:56][C:6]([CH2:7][N:8]([CH2:25][C:26]2[CH:55]=[CH:54][C:29]([O:30][C:31]3[CH:36]=[CH:35][C:34]([NH:37][C:38](=[O:44])[CH2:39][C:40]([O:42]C)=[O:41])=[C:33]([O:45][CH2:46][CH2:47][C:48]4[CH:49]=[N:50][CH:51]=[CH:52][CH:53]=4)[CH:32]=3)=[CH:28][CH:27]=2)[C:9]2[CH:14]=[CH:13][CH:12]=[C:11]([N:15]([S:20]([CH3:23])(=[O:22])=[O:21])[S:16]([CH3:19])(=[O:18])=[O:17])[C:10]=2[CH3:24])=[CH:5][CH:4]=1)#[N:2].[Li+].[OH-].Cl. (6) Given the product [CH3:1][C:2]([CH3:15])([CH3:14])[CH2:3][NH:4][C:5]([C:6]1[CH:11]=[CH:10][C:9]([O:12][C:18](=[O:19])[N:17]([CH3:16])[C:21]2[CH:26]=[CH:25][CH:24]=[CH:23][CH:22]=2)=[N:8][CH:7]=1)=[O:13], predict the reactants needed to synthesize it. The reactants are: [CH3:1][C:2]([CH3:15])([CH3:14])[CH2:3][NH:4][C:5](=[O:13])[C:6]1[CH:11]=[CH:10][C:9]([OH:12])=[N:8][CH:7]=1.[CH3:16][N:17]([C:21]1[CH:26]=[CH:25][CH:24]=[CH:23][CH:22]=1)[C:18](Cl)=[O:19].N12CCN(CC1)CC2. (7) Given the product [CH3:33][C:32]1[O:31][C:30]([C:34]2[CH:35]=[CH:36][CH:37]=[CH:38][CH:39]=2)=[N:29][C:28]=1[CH2:27][O:1][C:2]1[CH:7]=[CH:6][C:5]([CH2:8][CH2:9][C:10]2[O:14][C:13]([C:15]3[CH:20]=[CH:19][CH:18]=[CH:17][CH:16]=3)=[N:12][C:11]=2[CH2:21][O:22][CH2:23][O:24][CH3:25])=[CH:4][CH:3]=1, predict the reactants needed to synthesize it. The reactants are: [OH:1][C:2]1[CH:7]=[CH:6][C:5]([CH2:8][CH2:9][C:10]2[O:14][C:13]([C:15]3[CH:20]=[CH:19][CH:18]=[CH:17][CH:16]=3)=[N:12][C:11]=2[CH2:21][O:22][CH2:23][O:24][CH3:25])=[CH:4][CH:3]=1.Cl[CH2:27][C:28]1[N:29]=[C:30]([C:34]2[CH:39]=[CH:38][CH:37]=[CH:36][CH:35]=2)[O:31][C:32]=1[CH3:33].C(=O)([O-])[O-].[K+].[K+].CN(C)C=O.